Dataset: Full USPTO retrosynthesis dataset with 1.9M reactions from patents (1976-2016). Task: Predict the reactants needed to synthesize the given product. (1) Given the product [CH:16]1([CH:22]2[NH:1][C:2]3[CH:7]=[CH:6][C:5]([S:8](=[O:10])(=[O:11])[NH2:9])=[CH:4][C:3]=3[S:12](=[O:14])(=[O:13])[NH:15]2)[CH2:21][CH2:20][CH2:19][CH2:18][CH2:17]1, predict the reactants needed to synthesize it. The reactants are: [NH2:1][C:2]1[CH:7]=[CH:6][C:5]([S:8](=[O:11])(=[O:10])[NH2:9])=[CH:4][C:3]=1[S:12]([NH2:15])(=[O:14])=[O:13].[CH:16]1([CH:22]=O)[CH2:21][CH2:20][CH2:19][CH2:18][CH2:17]1. (2) The reactants are: [CH3:1][CH:2]1[CH2:7][CH2:6][CH2:5][N:4]([C:8]2[O:9][C:10]([C:17]([NH:19][C:20]3[CH:21]=[CH:22][C:23]([N:26]4[CH2:31][CH2:30][N:29]([CH2:32]C5C=C(C=CC=5)C(OC)=O)[C:28](=O)[CH2:27]4)=[N:24][CH:25]=3)=[O:18])=[C:11]([C:13]([F:16])([F:15])[F:14])[N:12]=2)[CH2:3]1.[C:44]1([CH2:50][S:51](Cl)(=[O:53])=[O:52])[CH:49]=[CH:48][CH:47]=[CH:46][CH:45]=1. Given the product [CH2:50]([S:51]([N:29]1[CH2:32][CH2:30][CH2:31][N:26]([C:23]2[N:24]=[CH:25][C:20]([NH:19][C:17]([C:10]3[O:9][C:8]([N:4]4[CH2:5][CH2:6][CH2:7][CH:2]([CH3:1])[CH2:3]4)=[N:12][C:11]=3[C:13]([F:15])([F:14])[F:16])=[O:18])=[CH:21][CH:22]=2)[CH2:27][CH2:28]1)(=[O:53])=[O:52])[C:44]1[CH:49]=[CH:48][CH:47]=[CH:46][CH:45]=1, predict the reactants needed to synthesize it. (3) Given the product [C:1]([O:4][C@@H:5]([C:7]1[N:12]=[C:11]([N:24]2[CH2:25][CH2:26][N:21]([C:27]3[CH:36]=[N:35][C:34]4[C:29](=[CH:30][CH:31]=[CH:32][CH:33]=4)[N:28]=3)[CH2:22][CH2:23]2)[CH:10]=[CH:9][N:8]=1)[CH3:6])(=[O:3])[CH3:2], predict the reactants needed to synthesize it. The reactants are: [C:1]([O:4][C@@H:5]([C:7]1[N:12]=[C:11](Cl)[CH:10]=[CH:9][N:8]=1)[CH3:6])(=[O:3])[CH3:2].C(N(CC)CC)C.[N:21]1([C:27]2[CH:36]=[N:35][C:34]3[C:29](=[CH:30][CH:31]=[CH:32][CH:33]=3)[N:28]=2)[CH2:26][CH2:25][NH:24][CH2:23][CH2:22]1. (4) Given the product [Cl:11][C:6]1[C:7]([O:9][CH3:10])=[CH:8][C:3]([C:13](=[O:19])[C:14]([O:16][CH2:17][CH3:18])=[O:15])=[C:4]([F:12])[CH:5]=1, predict the reactants needed to synthesize it. The reactants are: [Mg].Br[C:3]1[C:4]([F:12])=[CH:5][C:6]([Cl:11])=[C:7]([O:9][CH3:10])[CH:8]=1.[C:13](OCC)(=[O:19])[C:14]([O:16][CH2:17][CH3:18])=[O:15].[Cl-].[NH4+]. (5) Given the product [Cl:17][C:18]1[CH:26]=[CH:25][C:24]([S:27]([CH3:30])(=[O:29])=[O:28])=[CH:23][C:19]=1[C:20]([N:11]1[CH2:12][CH2:13][N:8]([C:7]2[CH:6]=[CH:5][C:4]([C:14](=[O:16])[CH3:15])=[CH:3][C:2]=2[F:1])[CH2:9][CH2:10]1)=[O:21], predict the reactants needed to synthesize it. The reactants are: [F:1][C:2]1[CH:3]=[C:4]([C:14](=[O:16])[CH3:15])[CH:5]=[CH:6][C:7]=1[N:8]1[CH2:13][CH2:12][NH:11][CH2:10][CH2:9]1.[Cl:17][C:18]1[CH:26]=[CH:25][C:24]([S:27]([CH3:30])(=[O:29])=[O:28])=[CH:23][C:19]=1[C:20](O)=[O:21]. (6) Given the product [F:26][C:25]([F:28])([F:27])[O:24][C:20]1[CH:19]=[C:18]([C:15]2[C:14]3[CH:29]=[C:10]([C:7]4[O:6][C:5]([NH:32][C:31]#[N:30])=[N:9][N:8]=4)[CH:11]=[CH:12][C:13]=3[O:17][CH:16]=2)[CH:23]=[CH:22][CH:21]=1, predict the reactants needed to synthesize it. The reactants are: CS([C:5]1[O:6][C:7]([C:10]2[CH:11]=[CH:12][C:13]3[O:17][CH:16]=[C:15]([C:18]4[CH:23]=[CH:22][CH:21]=[C:20]([O:24][C:25]([F:28])([F:27])[F:26])[CH:19]=4)[C:14]=3[CH:29]=2)=[N:8][N:9]=1)(=O)=O.[N:30]#[C:31][NH2:32]. (7) Given the product [CH2:25]([N:20]1[C@@H:21]([CH3:24])[CH2:22][CH2:23][N:18]2[C:17](=[O:28])[N:16]=[C:15]([O:11][CH2:10][C:4]3[CH:3]=[C:2]([F:1])[C:7]([F:8])=[C:6]([F:9])[CH:5]=3)[CH:27]=[C:19]12)[CH3:26], predict the reactants needed to synthesize it. The reactants are: [F:1][C:2]1[CH:3]=[C:4]([CH2:10][OH:11])[CH:5]=[C:6]([F:9])[C:7]=1[F:8].[H-].[Na+].Cl[C:15]1[CH:27]=[C:19]2[N:20]([CH2:25][CH3:26])[C@@H:21]([CH3:24])[CH2:22][CH2:23][N:18]2[C:17](=[O:28])[N:16]=1.